From a dataset of Peptide-MHC class II binding affinity with 134,281 pairs from IEDB. Regression. Given a peptide amino acid sequence and an MHC pseudo amino acid sequence, predict their binding affinity value. This is MHC class II binding data. (1) The peptide sequence is YNYMEPYVSKNPRQA. The MHC is DRB1_0401 with pseudo-sequence DRB1_0401. The binding affinity (normalized) is 0.392. (2) The peptide sequence is EKKYFAATQFEPVAA. The MHC is HLA-DQA10501-DQB10301 with pseudo-sequence HLA-DQA10501-DQB10301. The binding affinity (normalized) is 0.266.